From a dataset of Catalyst prediction with 721,799 reactions and 888 catalyst types from USPTO. Predict which catalyst facilitates the given reaction. Reactant: [N:1]1[CH:6]=[CH:5][C:4]([C:7]([CH:9]2[CH2:14][CH2:13][CH2:12][CH2:11][N:10]2C(OC(C)(C)C)=O)=[O:8])=[CH:3][CH:2]=1.Cl.CCN(C(C)C)C(C)C.[CH3:32][N:33]1[CH:37]=[C:36]([S:38](Cl)(=[O:40])=[O:39])[N:35]=[CH:34]1. Product: [CH3:32][N:33]1[CH:37]=[C:36]([S:38]([N:12]2[CH2:13][CH2:14][CH:9]([C:7]([C:4]3[CH:3]=[CH:2][CH:1]=[CH:6][N:5]=3)=[O:8])[CH2:10][CH2:11]2)(=[O:40])=[O:39])[N:35]=[CH:34]1. The catalyst class is: 12.